This data is from Catalyst prediction with 721,799 reactions and 888 catalyst types from USPTO. The task is: Predict which catalyst facilitates the given reaction. (1) Reactant: [Cl:1][C:2]1[CH:7]=[C:6]([NH2:8])[C:5]([I:9])=[CH:4][N:3]=1.C=O.[C:12](O[BH-](OC(=O)C)OC(=O)C)(=O)C.[Na+].CCOC(C)=O. Product: [Cl:1][C:2]1[CH:7]=[C:6]([NH:8][CH3:12])[C:5]([I:9])=[CH:4][N:3]=1. The catalyst class is: 52. (2) Reactant: Cl[CH2:2][C:3]1[C:8]([CH3:9])=[CH:7][N:6]=[C:5]([NH:10][C:11]2[S:12][C:13]([C:16]#[N:17])=[CH:14][N:15]=2)[CH:4]=1.[Cl-].[CH3:19][NH:20][C:21]([N:23]1[CH2:28][CH2:27][NH2+:26][CH2:25][CH2:24]1)=[O:22].C(N(C(C)C)CC)(C)C. Product: [CH3:19][NH:20][C:21]([N:23]1[CH2:28][CH2:27][N:26]([CH2:2][C:3]2[C:8]([CH3:9])=[CH:7][N:6]=[C:5]([NH:10][C:11]3[S:12][C:13]([C:16]#[N:17])=[CH:14][N:15]=3)[CH:4]=2)[CH2:25][CH2:24]1)=[O:22]. The catalyst class is: 16. (3) Reactant: [Cl:1][C:2]1[CH:7]=[CH:6][C:5]([NH:8][C:9]([CH:11]2[CH2:16][CH:15]([O:17][CH3:18])[CH2:14][N:13](C(OC(C)(C)C)=O)[CH2:12]2)=[O:10])=[CH:4][CH:3]=1.FC(F)(F)C(O)=O. Product: [Cl:1][C:2]1[CH:7]=[CH:6][C:5]([NH:8][C:9]([CH:11]2[CH2:16][CH:15]([O:17][CH3:18])[CH2:14][NH:13][CH2:12]2)=[O:10])=[CH:4][CH:3]=1. The catalyst class is: 4. (4) Reactant: [CH:1]1[C:13]2[NH:12][C:11]3[C:6](=[CH:7][CH:8]=[CH:9][CH:10]=3)[C:5]=2[CH:4]=[CH:3][CH:2]=1.[H-].[Na+].Cl[C:17]([CH3:21])([CH3:20])[C:18]#[CH:19]. Product: [CH3:20][C:17]([N:12]1[C:11]2[CH:10]=[CH:9][CH:8]=[CH:7][C:6]=2[C:5]2[C:13]1=[CH:1][CH:2]=[CH:3][CH:4]=2)([C:18]#[CH:19])[CH3:21]. The catalyst class is: 9. (5) Reactant: [Br:1][C:2]1[CH:3]=[CH:4][C:5]([O:11][CH2:12][C:13]2[CH:18]=[CH:17][CH:16]=[CH:15][CH:14]=2)=[C:6]([CH:10]=1)[C:7]([OH:9])=O.C1N=CN(C(N2C=NC=C2)=O)C=1.[Cl:31][C:32]1[CH:33]=[C:34]([NH2:38])[CH:35]=[CH:36][CH:37]=1. Product: [Br:1][C:2]1[CH:3]=[CH:4][C:5]([O:11][CH2:12][C:13]2[CH:18]=[CH:17][CH:16]=[CH:15][CH:14]=2)=[C:6]([CH:10]=1)[C:7]([NH:38][C:34]1[CH:35]=[CH:36][CH:37]=[C:32]([Cl:31])[CH:33]=1)=[O:9]. The catalyst class is: 1. (6) Reactant: F[P-](F)(F)(F)(F)F.N1(O[P+](N2CCCC2)(N2CCCC2)N2CCCC2)C2C=CC=CC=2N=N1.[CH3:34][C:35]1[C:39]([C:40]2[CH:49]=[C:48]3[C:43]([C:44]([NH:53][C:54]4[CH:59]=[CH:58][CH:57]=[C:56]([C:60]([O:62][CH2:63][CH3:64])=[O:61])[CH:55]=4)=[C:45]([C:50]([OH:52])=O)[CH:46]=[N:47]3)=[CH:42][CH:41]=2)=[C:38]([CH3:65])[O:37][N:36]=1.Cl.[CH3:67][O:68][C:69](=[O:78])[C:70]1[CH:75]=[CH:74][CH:73]=[C:72]([CH2:76][NH2:77])[CH:71]=1.C(N(CC)CC)C. Product: [CH3:34][C:35]1[C:39]([C:40]2[CH:49]=[C:48]3[C:43]([C:44]([NH:53][C:54]4[CH:59]=[CH:58][CH:57]=[C:56]([C:60]([O:62][CH2:63][CH3:64])=[O:61])[CH:55]=4)=[C:45]([C:50]([NH:77][CH2:76][C:72]4[CH:71]=[C:70]([CH:75]=[CH:74][CH:73]=4)[C:69]([O:68][CH3:67])=[O:78])=[O:52])[CH:46]=[N:47]3)=[CH:42][CH:41]=2)=[C:38]([CH3:65])[O:37][N:36]=1. The catalyst class is: 4. (7) Reactant: C([O:3][C:4](=O)[C:5]([NH:7][CH2:8][CH3:9])=[O:6])C.[CH3:11][O:12][CH:13]([O:16][CH3:17])[CH2:14][NH2:15]. Product: [CH3:11][O:12][CH:13]([O:16][CH3:17])[CH2:14][NH:15][C:4](=[O:3])[C:5]([NH:7][CH2:8][CH3:9])=[O:6]. The catalyst class is: 41. (8) Reactant: [CH:1]1[C:10]2[C:5](=[CH:6][CH:7]=[CH:8][CH:9]=2)[CH:4]=[CH:3][C:2]=1[C:11]([NH:13][C:14]1[CH:15]=[C:16]([NH:20][C:21]2[C:26]([N+:27]([O-])=O)=[CH:25][CH:24]=[CH:23][N:22]=2)[CH:17]=[CH:18][CH:19]=1)=[O:12].Cl.C(=O)(O)[O-].[Na+]. Product: [NH2:27][C:26]1[C:21]([NH:20][C:16]2[CH:17]=[CH:18][CH:19]=[C:14]([NH:13][C:11]([C:2]3[CH:3]=[CH:4][C:5]4[C:10](=[CH:9][CH:8]=[CH:7][CH:6]=4)[CH:1]=3)=[O:12])[CH:15]=2)=[N:22][CH:23]=[CH:24][CH:25]=1. The catalyst class is: 186. (9) Reactant: C([O-])([O-])=O.[Cs+].[Cs+].Br[CH2:8][CH2:9][C:10]1[CH:15]=[CH:14][CH:13]=[CH:12][C:11]=1[CH:16]([C:18]1[N:26]([CH2:27][C@H:28]2[CH2:33][CH2:32][C@H:31]([CH3:34])[CH2:30][CH2:29]2)[C:25]2[C:20](=[N:21][C:22]([Cl:42])=[N:23][C:24]=2[C:35]2[CH:36]=[N:37][CH:38]=[C:39]([Cl:41])[CH:40]=2)[N:19]=1)[OH:17].[Na+].[I-]. Product: [Cl:42][C:22]1[N:21]=[C:20]2[C:25]([N:26]([CH2:27][C@H:28]3[CH2:33][CH2:32][C@H:31]([CH3:34])[CH2:30][CH2:29]3)[C:18]([CH:16]3[C:11]4[C:10](=[CH:15][CH:14]=[CH:13][CH:12]=4)[CH2:9][CH2:8][O:17]3)=[N:19]2)=[C:24]([C:35]2[CH:36]=[N:37][CH:38]=[C:39]([Cl:41])[CH:40]=2)[N:23]=1. The catalyst class is: 10. (10) Reactant: Br[CH2:2][C:3]1[CH:10]=[CH:9][C:6]([CH:7]=[O:8])=[CH:5][C:4]=1[Cl:11].C([O-])([O-])=O.[K+].[K+].[NH2:18][C:19]1[CH:24]=[CH:23][CH:22]=[CH:21][N:20]=1. Product: [Cl:11][C:4]1[CH:5]=[C:6]([CH:9]=[CH:10][C:3]=1[CH2:2][NH:18][C:19]1[CH:24]=[CH:23][CH:22]=[CH:21][N:20]=1)[CH:7]=[O:8]. The catalyst class is: 395.